Predict the product of the given reaction. From a dataset of Forward reaction prediction with 1.9M reactions from USPTO patents (1976-2016). (1) Given the reactants [CH3:1][S:2][C:3]1[N:8]=[C:7]([NH:9][C:10]2[CH:15]=[CH:14][CH:13]=[C:12]([N+:16]([O-:18])=[O:17])[CH:11]=2)[C:6]([C:19]([OH:21])=O)=[CH:5][N:4]=1.[NH2:22][C:23]1[CH:28]=[CH:27][CH:26]=[CH:25][CH:24]=1.CCN=C=NCCCN(C)C.C1C=C2N=NN(O)C2=CC=1.O, predict the reaction product. The product is: [CH3:1][S:2][C:3]1[N:8]=[C:7]([NH:9][C:10]2[CH:15]=[CH:14][CH:13]=[C:12]([N+:16]([O-:18])=[O:17])[CH:11]=2)[C:6]([C:19]([NH:22][C:23]2[CH:28]=[CH:27][CH:26]=[CH:25][CH:24]=2)=[O:21])=[CH:5][N:4]=1. (2) Given the reactants [CH3:1][C:2]1[N:6]2[C:7]3[CH:13]=[C:12]([CH3:14])[NH:11][C:8]=3[CH:9]=[CH:10][C:5]2=[N:4][N:3]=1.[H-].[Na+].Br[CH2:18][C:19]1[CH:24]=[CH:23][CH:22]=[CH:21][C:20]=1[F:25], predict the reaction product. The product is: [F:25][C:20]1[CH:21]=[CH:22][CH:23]=[CH:24][C:19]=1[CH2:18][N:11]1[C:8]2[CH:9]=[CH:10][C:5]3[N:6]([C:2]([CH3:1])=[N:3][N:4]=3)[C:7]=2[CH:13]=[C:12]1[CH3:14]. (3) Given the reactants Br[C:2]1[CH:3]=[C:4]([F:12])[C:5]([C:8]([F:11])([F:10])[F:9])=[N:6][CH:7]=1.[CH3:13][C:14]1([CH3:30])[C:18]([CH3:20])([CH3:19])[O:17][B:16]([B:16]2[O:17][C:18]([CH3:20])([CH3:19])[C:14]([CH3:30])([CH3:13])[O:15]2)[O:15]1.CC([O-])=O.[K+].O1CCOCC1, predict the reaction product. The product is: [F:12][C:4]1[C:5]([C:8]([F:11])([F:10])[F:9])=[N:6][CH:7]=[C:2]([B:16]2[O:17][C:18]([CH3:20])([CH3:19])[C:14]([CH3:30])([CH3:13])[O:15]2)[CH:3]=1. (4) Given the reactants [Cl:1][C:2]1[CH:14]=[C:13]2[C:5]([C:6]3[C:7](=[O:31])[C:8]4[CH:20]=[C:19](Br)[C:18]([O:22][CH2:23][C@H:24]5[CH2:28][O:27]C(C)(C)[O:25]5)=[CH:17][C:9]=4[C:10]([CH3:16])([CH3:15])[C:11]=3[NH:12]2)=[CH:4][CH:3]=1.[C:32]([Cu])#[N:33].C(OCC)(=O)C, predict the reaction product. The product is: [Cl:1][C:2]1[CH:14]=[C:13]2[C:5]([C:6]3[C:7](=[O:31])[C:8]4[CH:20]=[C:19]([C:32]#[N:33])[C:18]([O:22][CH2:23][C@H:24]([OH:25])[CH2:28][OH:27])=[CH:17][C:9]=4[C:10]([CH3:15])([CH3:16])[C:11]=3[NH:12]2)=[CH:4][CH:3]=1. (5) Given the reactants CC1N=C(N2C(=O)N(CC3C=CC(C(F)(F)F)=CC=3)N=C2)SC=1C(O)=O.[CH3:27][C:28]1[N:29]=[C:30]([N:36]2[C:40](=[O:41])[N:39]([CH2:42][C:43]3[O:44][C:45]([C:48]([F:51])([F:50])[F:49])=[CH:46][CH:47]=3)[N:38]=[CH:37]2)[S:31][C:32]=1[C:33]([OH:35])=O.[N:52]1[CH:57]=[CH:56][CH:55]=[C:54]([CH2:58][NH2:59])[CH:53]=1, predict the reaction product. The product is: [CH3:27][C:28]1[N:29]=[C:30]([N:36]2[C:40](=[O:41])[N:39]([CH2:42][C:43]3[O:44][C:45]([C:48]([F:49])([F:51])[F:50])=[CH:46][CH:47]=3)[N:38]=[CH:37]2)[S:31][C:32]=1[C:33]([NH:59][CH2:58][C:54]1[CH:53]=[N:52][CH:57]=[CH:56][CH:55]=1)=[O:35]. (6) Given the reactants [OH:1][CH2:2][CH2:3][CH2:4][NH:5][C:6]1[C:15]([N+:16]([O-])=O)=[CH:14][CH:13]=[CH:12][C:7]=1[C:8]([O:10][CH3:11])=[O:9], predict the reaction product. The product is: [NH2:16][C:15]1[C:6]([NH:5][CH2:4][CH2:3][CH2:2][OH:1])=[C:7]([CH:12]=[CH:13][CH:14]=1)[C:8]([O:10][CH3:11])=[O:9]. (7) Given the reactants [CH2:1]([O:3][CH:4]([CH2:10][C:11]1[CH:16]=[CH:15][C:14]([O:17][CH2:18][C:19](=NOC)[C:20]2[CH:25]=[CH:24][CH:23]=[C:22]([O:26][CH3:27])[CH:21]=2)=[CH:13][CH:12]=1)[C:5]([O:7]CC)=[O:6])[CH3:2].C(O)(=[O:33])C, predict the reaction product. The product is: [CH2:1]([O:3][CH:4]([CH2:10][C:11]1[CH:16]=[CH:15][C:14]([O:17][CH2:18][C:19]([C:20]2[CH:25]=[CH:24][CH:23]=[C:22]([O:26][CH3:27])[CH:21]=2)=[O:33])=[CH:13][CH:12]=1)[C:5]([OH:7])=[O:6])[CH3:2].